From a dataset of NCI-60 drug combinations with 297,098 pairs across 59 cell lines. Regression. Given two drug SMILES strings and cell line genomic features, predict the synergy score measuring deviation from expected non-interaction effect. (1) Drug 1: CCCS(=O)(=O)NC1=C(C(=C(C=C1)F)C(=O)C2=CNC3=C2C=C(C=N3)C4=CC=C(C=C4)Cl)F. Drug 2: C1=NC2=C(N1)C(=S)N=CN2. Cell line: CAKI-1. Synergy scores: CSS=4.11, Synergy_ZIP=-12.6, Synergy_Bliss=-22.9, Synergy_Loewe=-41.8, Synergy_HSA=-21.9. (2) Drug 1: CCCS(=O)(=O)NC1=C(C(=C(C=C1)F)C(=O)C2=CNC3=C2C=C(C=N3)C4=CC=C(C=C4)Cl)F. Drug 2: CCC1=CC2CC(C3=C(CN(C2)C1)C4=CC=CC=C4N3)(C5=C(C=C6C(=C5)C78CCN9C7C(C=CC9)(C(C(C8N6C)(C(=O)OC)O)OC(=O)C)CC)OC)C(=O)OC.C(C(C(=O)O)O)(C(=O)O)O. Cell line: NCI-H460. Synergy scores: CSS=68.4, Synergy_ZIP=8.77, Synergy_Bliss=8.85, Synergy_Loewe=-10.3, Synergy_HSA=7.65.